This data is from Catalyst prediction with 721,799 reactions and 888 catalyst types from USPTO. The task is: Predict which catalyst facilitates the given reaction. (1) The catalyst class is: 4. Product: [F:17][C:18]([F:29])([F:28])[C:19]([NH:4][C:3]1[C:2]([Br:1])=[CH:8][C:7]([CH3:9])=[CH:6][C:5]=1[Br:10])=[O:20]. Reactant: [Br:1][C:2]1[CH:8]=[C:7]([CH3:9])[CH:6]=[C:5]([Br:10])[C:3]=1[NH2:4].N1C=CC=CC=1.[F:17][C:18]([F:29])([F:28])[C:19](O[C:19](=[O:20])[C:18]([F:29])([F:28])[F:17])=[O:20]. (2) Reactant: Cl[CH2:2][C:3]1[N:4]=[C:5]([C:9]2[O:10][CH:11]=[CH:12][CH:13]=2)[O:6][C:7]=1[CH3:8].C(O[CH2:18][C:19]1[CH:24]=[CH:23][C:22]([OH:25])=[CH:21][CH:20]=1)(=O)C.[C:26](=[O:29])([O-])[O-:27].[K+].[K+].[CH3:32]N(C)C=O. Product: [O:10]1[CH:11]=[CH:12][CH:13]=[C:9]1[C:5]1[O:6][C:7]([CH3:8])=[C:3]([CH2:2][O:25][C:22]2[CH:21]=[CH:20][C:19]([CH2:18][C:26]([O:27][CH3:32])=[O:29])=[CH:24][CH:23]=2)[N:4]=1. The catalyst class is: 6. (3) Product: [N:1]1([C:2]2[CH:7]=[C:6]([CH2:8][C:9]([O:11][C:12]([CH3:15])([CH3:14])[CH3:13])=[O:10])[CH:5]=[CH:4][N:3]=2)[CH:30]=[N:28][N:27]=[N:26]1. Reactant: [NH2:1][C:2]1[CH:7]=[C:6]([CH2:8][C:9]([O:11][C:12]([CH3:15])([CH3:14])[CH3:13])=[O:10])[CH:5]=[CH:4][N:3]=1.C(OCC)(OCC)OCC.[N-:26]=[N+:27]=[N-:28].[Na+].[C:30](=O)(O)[O-].[Na+]. The catalyst class is: 86. (4) Reactant: C(N1C=CN=C1)(N1C=CN=C1)=O.[N+:13]([C:16]1[CH:21]=[CH:20][C:19]([CH2:22][C:23]([OH:25])=O)=[CH:18][CH:17]=1)([O-:15])=[O:14].[CH2:26]([O:28][C:29](=[O:34])[CH2:30]C(O)=O)[CH3:27]. Product: [N+:13]([C:16]1[CH:17]=[CH:18][C:19]([CH2:22][C:23](=[O:25])[CH2:30][C:29]([O:28][CH2:26][CH3:27])=[O:34])=[CH:20][CH:21]=1)([O-:15])=[O:14]. The catalyst class is: 54. (5) Reactant: [N+:1]([C:4]1[CH:12]=[CH:11][CH:10]=[C:6]([C:7]([OH:9])=[O:8])[C:5]=1[C:13]([OH:15])=[O:14])([O-:3])=[O:2].[CH:16]([O-])([O-])OC.S(=O)(=O)(O)O. Product: [C:13]([C:5]1[C:4]([N+:1]([O-:3])=[O:2])=[CH:12][CH:11]=[CH:10][C:6]=1[C:7]([O:9][CH3:16])=[O:8])([OH:15])=[O:14]. The catalyst class is: 5.